Dataset: Forward reaction prediction with 1.9M reactions from USPTO patents (1976-2016). Task: Predict the product of the given reaction. Given the reactants [NH2:1][C:2]([CH3:43])([CH3:42])[C:3]([NH:5][CH:6]([CH2:31][O:32][CH2:33][C:34]1[CH:39]=[CH:38][C:37](F)=[CH:36][C:35]=1F)[C:7](=[O:30])[N:8]1[CH2:13][CH2:12][C:11]2=[N:14][N:15](CC(F)(F)F)[C:16](=[O:17])[C:10]2([CH2:23][C:24]2[CH:29]=[CH:28][CH:27]=[CH:26]N=2)[CH2:9]1)=[O:4].[C:44](O)(=O)[C@@H]([C@H](C(O)=O)O)O, predict the reaction product. The product is: [NH2:1][C:2]([CH3:42])([CH3:43])[C:3]([NH:5][C@H:6]([CH2:31][O:32][CH2:33][C:34]1[CH:39]=[CH:38][CH:37]=[CH:36][CH:35]=1)[C:7]([N:8]1[CH2:13][CH2:12][C:11]2=[N:14][NH:15][C:16](=[O:17])[C@:10]2([CH2:23][C:24]2[CH:44]=[CH:26][CH:27]=[CH:28][CH:29]=2)[CH2:9]1)=[O:30])=[O:4].